This data is from Reaction yield outcomes from USPTO patents with 853,638 reactions. The task is: Predict the reaction yield, written as a fraction of the theoretical maximum amount of product (1.0 means a 100% yield; for example, 0.34 means a 34% yield). (1) The reactants are [O:1]1[CH2:6][CH2:5][CH2:4][CH2:3][CH:2]1[O:7][CH2:8][CH2:9][S:10]([C:13]1[CH:21]=[CH:20][C:16]([CH2:17][CH2:18]Br)=[CH:15][CH:14]=1)(=[O:12])=[O:11].[Cl:22][C:23]1[CH:24]=[C:25]([C:30]2[NH:31][CH:32]=[C:33]([C:41]3[CH2:42][CH2:43][NH:44][CH2:45][CH:46]=3)[C:34]=2[C:35]2[CH:40]=[CH:39][N:38]=[CH:37][CH:36]=2)[CH:26]=[CH:27][C:28]=1[F:29]. No catalyst specified. The product is [Cl:22][C:23]1[CH:24]=[C:25]([C:30]2[NH:31][CH:32]=[C:33]([C:41]3[CH2:42][CH2:43][N:44]([CH2:18][CH2:17][C:16]4[CH:20]=[CH:21][C:13]([S:10]([CH2:9][CH2:8][O:7][CH:2]5[CH2:3][CH2:4][CH2:5][CH2:6][O:1]5)(=[O:12])=[O:11])=[CH:14][CH:15]=4)[CH2:45][CH:46]=3)[C:34]=2[C:35]2[CH:36]=[CH:37][N:38]=[CH:39][CH:40]=2)[CH:26]=[CH:27][C:28]=1[F:29]. The yield is 0.370. (2) The reactants are [NH2:1][C:2]1[CH:7]=[CH:6][C:5]([S:8][CH2:9][C:10]2[CH:15]=[CH:14][CH:13]=[CH:12][CH:11]=2)=[CH:4][C:3]=1/[CH:16]=[CH:17]/[C:18]([O:20][CH2:21][CH3:22])=[O:19].[Cl:23][C:24]1[CH:25]=[C:26]([C:30]2[CH:35]=[C:34]([O:36][CH3:37])[C:33](I)=[C:32]([F:39])[CH:31]=2)[CH:27]=[CH:28][CH:29]=1.C(=O)([O-])[O-].[Cs+].[Cs+]. The catalyst is C1C=CC(/C=C/C(/C=C/C2C=CC=CC=2)=O)=CC=1.C1C=CC(/C=C/C(/C=C/C2C=CC=CC=2)=O)=CC=1.C1C=CC(/C=C/C(/C=C/C2C=CC=CC=2)=O)=CC=1.[Pd].[Pd].CC1(C)C2C(=C(P(C3C=CC=CC=3)C3C=CC=CC=3)C=CC=2)OC2C(P(C3C=CC=CC=3)C3C=CC=CC=3)=CC=CC1=2. The product is [CH2:9]([S:8][C:5]1[CH:6]=[CH:7][C:2]([NH:1][C:33]2[C:34]([O:36][CH3:37])=[CH:35][C:30]([C:26]3[CH:27]=[CH:28][CH:29]=[C:24]([Cl:23])[CH:25]=3)=[CH:31][C:32]=2[F:39])=[C:3](/[CH:16]=[CH:17]/[C:18]([O:20][CH2:21][CH3:22])=[O:19])[CH:4]=1)[C:10]1[CH:15]=[CH:14][CH:13]=[CH:12][CH:11]=1. The yield is 0.538. (3) The reactants are C([O:3][CH:4](OCC)[C:5]1[C:17]2[CH2:16][CH2:15][C:14]3[CH:13]=[N:12][CH:11]=[CH:10][C:9]=3[C:8]=2[N:7]([C:18]2[CH:23]=[CH:22][C:21]([F:24])=[CH:20][CH:19]=2)[N:6]=1)C.[OH-].[Na+]. The catalyst is Cl.C(Cl)Cl.C([O-])(O)=O.[Na+]. The product is [F:24][C:21]1[CH:20]=[CH:19][C:18]([N:7]2[C:8]3[C:9]4[CH:10]=[CH:11][N:12]=[CH:13][C:14]=4[CH2:15][CH2:16][C:17]=3[C:5]([CH:4]=[O:3])=[N:6]2)=[CH:23][CH:22]=1. The yield is 1.00.